The task is: Predict which catalyst facilitates the given reaction.. This data is from Catalyst prediction with 721,799 reactions and 888 catalyst types from USPTO. (1) The catalyst class is: 29. Product: [C:15]([C:14]1[CH:13]=[CH:12][CH:11]=[C:10]([C:19]2[CH:24]=[CH:23][CH:22]=[C:21]([CH:25]([C:27]3[CH:32]=[CH:31][CH:30]=[CH:29][CH:28]=3)[CH3:26])[N:20]=2)[C:9]=1[OH:8])([CH3:16])([CH3:17])[CH3:18]. Reactant: C([O:8][C:9]1[C:14]([C:15]([CH3:18])([CH3:17])[CH3:16])=[CH:13][CH:12]=[CH:11][C:10]=1[C:19]1[CH:24]=[CH:23][CH:22]=[C:21]([C:25]([C:27]2[CH:32]=[CH:31][CH:30]=[CH:29][CH:28]=2)=[CH2:26])[N:20]=1)C1C=CC=CC=1. (2) Reactant: Cl.[NH2:2][C@H:3]([C:5]1[C:6](=[O:16])[NH:7][C:8]2[C:13]([CH:14]=1)=[CH:12][C:11]([Cl:15])=[CH:10][CH:9]=2)[CH3:4].Cl[C:18]1[N:23]=[C:22]([N:24]([CH:29]([CH3:31])[CH3:30])[S:25]([CH3:28])(=[O:27])=[O:26])[CH:21]=[CH:20][N:19]=1.CCN(C(C)C)C(C)C. Product: [Cl:15][C:11]1[CH:12]=[C:13]2[C:8](=[CH:9][CH:10]=1)[NH:7][C:6](=[O:16])[C:5]([C@@H:3]([NH:2][C:18]1[N:23]=[C:22]([N:24]([CH:29]([CH3:31])[CH3:30])[S:25]([CH3:28])(=[O:26])=[O:27])[CH:21]=[CH:20][N:19]=1)[CH3:4])=[CH:14]2. The catalyst class is: 58. (3) Reactant: [Br:1][C:2]1[C:14](=[O:15])[N:13]([CH:16]2[CH2:20][CH2:19][CH2:18][CH2:17]2)[C:5]2[N:6]=[C:7](S(C)=O)[N:8]=[CH:9][C:4]=2[C:3]=1[CH3:21].[C:22]([O:26][C:27]([N:29]1[CH2:34][CH2:33][N:32]([C:35]2[CH:36]=[N:37][C:38]([NH2:41])=[CH:39][CH:40]=2)[CH2:31][C:30]1([CH3:43])[CH3:42])=[O:28])([CH3:25])([CH3:24])[CH3:23]. Product: [C:22]([O:26][C:27]([N:29]1[CH2:34][CH2:33][N:32]([C:35]2[CH:36]=[N:37][C:38]([NH:41][C:7]3[N:8]=[CH:9][C:4]4[C:3]([CH3:21])=[C:2]([Br:1])[C:14](=[O:15])[N:13]([CH:16]5[CH2:20][CH2:19][CH2:18][CH2:17]5)[C:5]=4[N:6]=3)=[CH:39][CH:40]=2)[CH2:31][C:30]1([CH3:43])[CH3:42])=[O:28])([CH3:25])([CH3:23])[CH3:24]. The catalyst class is: 11.